The task is: Predict the product of the given reaction.. This data is from Forward reaction prediction with 1.9M reactions from USPTO patents (1976-2016). (1) Given the reactants [Cl:1][C:2]1[S:28][C:5]2=[N:6][C:7](/[CH:12]=[CH:13]/[C:14]3[CH:19]=[CH:18][CH:17]=[C:16]([O:20][CH3:21])[C:15]=3[O:22][CH2:23][C:24]([CH3:27])([CH3:26])[CH3:25])=[C:8](I)[C:9](=[O:10])[N:4]2[CH:3]=1.[F:29][C:30]([F:42])([F:41])[O:31][C:32]1[CH:37]=[CH:36][C:35](B(O)O)=[CH:34][CH:33]=1.C(=O)([O-])[O-].[Na+].[Na+], predict the reaction product. The product is: [Cl:1][C:2]1[S:28][C:5]2=[N:6][C:7](/[CH:12]=[CH:13]/[C:14]3[CH:19]=[CH:18][CH:17]=[C:16]([O:20][CH3:21])[C:15]=3[O:22][CH2:23][C:24]([CH3:27])([CH3:26])[CH3:25])=[C:8]([C:35]3[CH:34]=[CH:33][C:32]([O:31][C:30]([F:29])([F:41])[F:42])=[CH:37][CH:36]=3)[C:9](=[O:10])[N:4]2[CH:3]=1. (2) Given the reactants C([O:8][C:9]1[CH:10]=[CH:11][C:12]2[O:16][C:15]([CH2:17]OCC)=[CH:14][C:13]=2[CH:21]=1)C1C=CC=CC=1, predict the reaction product. The product is: [OH:8][C:9]1[CH:10]=[CH:11][C:12]2[O:16][C:15]([CH3:17])=[CH:14][C:13]=2[CH:21]=1. (3) Given the reactants [Cl:1][C:2]1[CH:3]=[C:4]2[CH:10]=[C:9]([C:11]([OH:13])=O)[NH:8][C:5]2=[CH:6][N:7]=1.[F:14][C:15]1[CH:23]=[CH:22][C:18]([CH2:19][CH2:20][NH2:21])=[CH:17][CH:16]=1, predict the reaction product. The product is: [F:14][C:15]1[CH:23]=[CH:22][C:18]([CH2:19][CH2:20][NH:21][C:11]([C:9]2[NH:8][C:5]3=[CH:6][N:7]=[C:2]([Cl:1])[CH:3]=[C:4]3[CH:10]=2)=[O:13])=[CH:17][CH:16]=1. (4) Given the reactants [Cl:1][C:2]1[CH:7]=[CH:6][CH:5]=[C:4]([Cl:8])[C:3]=1[C:9]1[C:13]([CH2:14][O:15][C:16]2[N:21]=[C:20]([C:22]([F:25])([F:24])[F:23])[C:19]([NH2:26])=[CH:18][CH:17]=2)=[C:12]([CH:27]([CH3:29])[CH3:28])[O:11][N:10]=1.[CH3:30][O:31][C:32](=[O:43])[C:33]1[CH:38]=[CH:37][C:36]([S:39](Cl)(=[O:41])=[O:40])=[CH:35][CH:34]=1.N1C=CC=CC=1.CN1CCOCC1, predict the reaction product. The product is: [CH3:30][O:31][C:32](=[O:43])[C:33]1[CH:34]=[CH:35][C:36]([S:39](=[O:40])(=[O:41])[NH:26][C:19]2[C:20]([C:22]([F:25])([F:23])[F:24])=[N:21][C:16]([O:15][CH2:14][C:13]3[C:9]([C:3]4[C:2]([Cl:1])=[CH:7][CH:6]=[CH:5][C:4]=4[Cl:8])=[N:10][O:11][C:12]=3[CH:27]([CH3:29])[CH3:28])=[CH:17][CH:18]=2)=[CH:37][CH:38]=1. (5) The product is: [Cl:17][C:18]1[CH:23]=[CH:22][C:21]([C:24]2([C:27]3[N:31]=[C:30]([O:9][C:7]4[C:6]([CH3:10])=[CH:5][C:3]([NH2:4])=[C:2]([CH3:1])[CH:8]=4)[S:29][N:28]=3)[CH2:26][CH2:25]2)=[CH:20][CH:19]=1. Given the reactants [CH3:1][C:2]1[CH:8]=[C:7]([OH:9])[C:6]([CH3:10])=[CH:5][C:3]=1[NH2:4].C(=O)([O-])[O-].[K+].[K+].[Cl:17][C:18]1[CH:23]=[CH:22][C:21]([C:24]2([C:27]3[N:31]=[C:30](S(C4C=CC(C)=CC=4)(=O)=O)[S:29][N:28]=3)[CH2:26][CH2:25]2)=[CH:20][CH:19]=1, predict the reaction product. (6) Given the reactants [F:1][C:2]1[CH:7]=[C:6]([C@@H:8]([CH3:12])[C:9]([OH:11])=[O:10])[CH:5]=[CH:4][C:3]=1[C:13]1[CH:18]=[CH:17][CH:16]=[CH:15][CH:14]=1.[CH2:19]([NH2:26])[C:20]1[CH:25]=[CH:24][CH:23]=[CH:22][CH:21]=1, predict the reaction product. The product is: [CH2:19]([NH2:26])[C:20]1[CH:25]=[CH:24][CH:23]=[CH:22][CH:21]=1.[F:1][C:2]1[CH:7]=[C:6]([C@@H:8]([CH3:12])[C:9]([OH:11])=[O:10])[CH:5]=[CH:4][C:3]=1[C:13]1[CH:14]=[CH:15][CH:16]=[CH:17][CH:18]=1. (7) Given the reactants F[C:2]1[C:7]([I:8])=[CH:6][CH:5]=[CH:4][N:3]=1.[N:9]1([CH2:12][CH2:13][OH:14])[CH2:11][CH2:10]1, predict the reaction product. The product is: [N:9]1([CH2:12][CH2:13][O:14][C:2]2[C:7]([I:8])=[CH:6][CH:5]=[CH:4][N:3]=2)[CH2:11][CH2:10]1.